Predict the reaction yield, written as a fraction of the theoretical maximum amount of product (1.0 means a 100% yield; for example, 0.34 means a 34% yield). From a dataset of Reaction yield outcomes from USPTO patents with 853,638 reactions. (1) The reactants are C(OC([N:8]1[C:13]2([C:16]([OH:18])=[O:17])[CH2:14][CH2:15][CH:9]1[CH2:10][O:11][CH2:12]2)=O)(C)(C)C.C(O)(C(F)(F)F)=O. The catalyst is C(Cl)Cl. The product is [CH:9]12[NH:8][C:13]([C:16]([OH:18])=[O:17])([CH2:14][CH2:15]1)[CH2:12][O:11][CH2:10]2. The yield is 0.850. (2) The reactants are [CH3:1][C:2]1([CH3:28])[CH2:7][CH2:6][C:5]([C:8]2[CH:13]=[C:12]([C:14]([OH:17])([CH3:16])[CH3:15])[CH:11]=[CH:10][C:9]=2[NH:18][C:19]([C:21]2[NH:22][CH:23]=[C:24]([C:26]#[N:27])[N:25]=2)=[O:20])=[CH:4][CH2:3]1.[CH3:29][N:30]([CH3:34])[CH2:31][CH2:32]O.[C:35]([OH:41])([C:37]([F:40])([F:39])[F:38])=[O:36]. The catalyst is C(Cl)Cl. The product is [F:38][C:37]([F:40])([F:39])[C:35]([OH:41])=[O:36].[CH3:29][N:30]([CH3:34])[CH2:31][CH2:32][O:17][C:14]([C:12]1[CH:11]=[CH:10][C:9]([NH:18][C:19]([C:21]2[NH:25][C:24]([C:26]#[N:27])=[CH:23][N:22]=2)=[O:20])=[C:8]([C:5]2[CH2:6][CH2:7][C:2]([CH3:28])([CH3:1])[CH2:3][CH:4]=2)[CH:13]=1)([CH3:15])[CH3:16]. The yield is 0.110. (3) The reactants are [Cl:1][C:2]1[CH:7]=[CH:6][C:5]([N:8]([C@H:12]2[C:21]3[C:16](=[CH:17][CH:18]=[CH:19][CH:20]=3)[N:15]([C:22](=[O:33])[C:23]3[CH:28]=[C:27]([F:29])[C:26]([O:30]C)=[C:25]([F:32])[CH:24]=3)[C@@H:14]([CH3:34])[CH2:13]2)[C:9](=[O:11])[CH3:10])=[CH:4][CH:3]=1.B(Br)(Br)Br. The catalyst is ClCCl. The product is [Cl:1][C:2]1[CH:7]=[CH:6][C:5]([N:8]([C@H:12]2[C:21]3[C:16](=[CH:17][CH:18]=[CH:19][CH:20]=3)[N:15]([C:22](=[O:33])[C:23]3[CH:28]=[C:27]([F:29])[C:26]([OH:30])=[C:25]([F:32])[CH:24]=3)[C@@H:14]([CH3:34])[CH2:13]2)[C:9](=[O:11])[CH3:10])=[CH:4][CH:3]=1. The yield is 0.780. (4) The reactants are [C:1]([O:5][C@@H:6]([C:12]1[C:13]([CH3:37])=[N:14][C:15]2[N:16]([N:29]=[C:30]([C:32]([O:34]CC)=[O:33])[CH:31]=2)[C:17]=1[C:18]1[C:27]([F:28])=[CH:26][C:21]2[O:22][CH2:23][CH2:24][NH:25][C:20]=2[CH:19]=1)[C:7]([O:9][CH2:10][CH3:11])=[O:8])([CH3:4])([CH3:3])[CH3:2].[OH-].[Na+]. The catalyst is CCO. The product is [C:1]([O:5][C@@H:6]([C:12]1[C:13]([CH3:37])=[N:14][C:15]2[N:16]([N:29]=[C:30]([C:32]([OH:34])=[O:33])[CH:31]=2)[C:17]=1[C:18]1[C:27]([F:28])=[CH:26][C:21]2[O:22][CH2:23][CH2:24][NH:25][C:20]=2[CH:19]=1)[C:7]([O:9][CH2:10][CH3:11])=[O:8])([CH3:4])([CH3:2])[CH3:3]. The yield is 0.890. (5) The reactants are [N+:1]([C:4]1[CH:5]=[C:6]([C:10]2[N:14]([CH3:15])[N:13](O)[NH:12][N:11]=2)[CH:7]=[CH:8][CH:9]=1)([O-])=O.Cl[Sn]Cl.C[OH:21]. No catalyst specified. The product is [NH2:1][C:4]1[CH:5]=[C:6]([C:10]2[N:14]([CH2:15][OH:21])[N:13]=[N:12][N:11]=2)[CH:7]=[CH:8][CH:9]=1. The yield is 0.880. (6) The reactants are [N:1]1[CH:6]=[CH:5][CH:4]=[CH:3][C:2]=1[C:7]1[CH:14]=[CH:13][C:10]([CH:11]=[O:12])=[CH:9][CH:8]=1.[BH4-].[Na+]. No catalyst specified. The product is [N:1]1[CH:6]=[CH:5][CH:4]=[CH:3][C:2]=1[C:7]1[CH:8]=[CH:9][C:10]([CH2:11][OH:12])=[CH:13][CH:14]=1. The yield is 0.750. (7) The reactants are [CH3:1][O:2][C:3](=[O:32])[CH:4]([C:9]1[CH:14]=[C:13]([C:15]2[CH:20]=[CH:19][C:18]([C:21]([F:24])([F:23])[F:22])=[CH:17][CH:16]=2)[N:12]=[C:11]([C:25]2[CH:30]=[CH:29][C:28]([F:31])=[CH:27][CH:26]=2)[CH:10]=1)[CH2:5][C:6]([CH3:8])=[CH2:7]. The catalyst is CO.[Pd]. The product is [CH3:1][O:2][C:3](=[O:32])[CH:4]([C:9]1[CH:14]=[C:13]([C:15]2[CH:16]=[CH:17][C:18]([C:21]([F:23])([F:22])[F:24])=[CH:19][CH:20]=2)[N:12]=[C:11]([C:25]2[CH:30]=[CH:29][C:28]([F:31])=[CH:27][CH:26]=2)[CH:10]=1)[CH2:5][CH:6]([CH3:8])[CH3:7]. The yield is 1.00.